This data is from Forward reaction prediction with 1.9M reactions from USPTO patents (1976-2016). The task is: Predict the product of the given reaction. (1) Given the reactants C[N:2](C)[CH:3]=[N:4][C:5](=O)[C:6]1[CH:11]=[CH:10][CH:9]=[C:8]([S:12][CH3:13])[CH:7]=1.O.[NH2:17]N, predict the reaction product. The product is: [CH3:13][S:12][C:8]1[CH:7]=[C:6]([C:5]2[N:4]=[CH:3][NH:2][N:17]=2)[CH:11]=[CH:10][CH:9]=1. (2) Given the reactants BrC1C=CC(CCCC(O)=O)=C(C)C=1.[C:15]([O:20][CH2:21][C:22]1[CH:27]=[CH:26][CH:25]=[CH:24][CH:23]=1)(=[O:19])[CH2:16][CH:17]=[CH2:18].[Br:28][C:29]1[CH:34]=[CH:33][C:32](I)=[C:31]([CH2:36][CH3:37])[CH:30]=1, predict the reaction product. The product is: [Br:28][C:29]1[CH:34]=[CH:33][C:32]([CH2:18][CH2:17][CH2:16][C:15]([O:20][CH2:21][C:22]2[CH:23]=[CH:24][CH:25]=[CH:26][CH:27]=2)=[O:19])=[C:31]([CH2:36][CH3:37])[CH:30]=1. (3) Given the reactants C(OC(=O)[N:7]([C@H:11]1[CH2:20][CH2:19][C:18]2[C:13](=[CH:14][CH:15]=[C:16]([NH:21][S:22]([C:25]3[CH:30]=[CH:29][C:28]([O:31][CH:32]([F:34])[F:33])=[CH:27][CH:26]=3)(=[O:24])=[O:23])[CH:17]=2)[CH2:12]1)[CH2:8][CH2:9][CH3:10])(C)(C)C.FC(F)(F)C(O)=O.[Cl:43]CCl, predict the reaction product. The product is: [ClH:43].[F:34][CH:32]([F:33])[O:31][C:28]1[CH:29]=[CH:30][C:25]([S:22]([NH:21][C:16]2[CH:15]=[CH:14][C:13]3[CH2:12][C@@H:11]([NH:7][CH2:8][CH2:9][CH3:10])[CH2:20][CH2:19][C:18]=3[CH:17]=2)(=[O:24])=[O:23])=[CH:26][CH:27]=1. (4) Given the reactants [Cl:1][C:2]1[CH:3]=[C:4]([CH:8]=[CH:9][C:10]=1[C:11](=[O:26])[NH:12][C:13]1[CH:18]=[CH:17][C:16]([Cl:19])=[C:15]([C:20]2[CH:25]=[CH:24][CH:23]=[CH:22][N:21]=2)[CH:14]=1)[C:5](O)=[O:6].Cl.[CH2:28]([NH:30][CH2:31][CH3:32])[CH3:29], predict the reaction product. The product is: [Cl:1][C:2]1[CH:3]=[C:4]([C:5]([N:30]([CH2:31][CH3:32])[CH2:28][CH3:29])=[O:6])[CH:8]=[CH:9][C:10]=1[C:11]([NH:12][C:13]1[CH:18]=[CH:17][C:16]([Cl:19])=[C:15]([C:20]2[CH:25]=[CH:24][CH:23]=[CH:22][N:21]=2)[CH:14]=1)=[O:26]. (5) Given the reactants [NH:1]1[C:9]2[C:4](=[CH:5][CH:6]=[CH:7][CH:8]=2)[CH2:3][C:2]1=[O:10].[CH3:11][C:12]1[CH:13]=[C:14]([CH:17]=O)[S:15][CH:16]=1, predict the reaction product. The product is: [CH3:11][C:12]1[CH:13]=[C:14]([CH:17]=[C:3]2[C:4]3[C:9](=[CH:8][CH:7]=[CH:6][CH:5]=3)[NH:1][C:2]2=[O:10])[S:15][CH:16]=1.